Dataset: Forward reaction prediction with 1.9M reactions from USPTO patents (1976-2016). Task: Predict the product of the given reaction. (1) Given the reactants C(OC([N:8]1[CH2:17][CH2:16][C:15]2[C:10](=[CH:11][CH:12]=[C:13]([O:18][CH:19]3[CH2:24][CH2:23][CH:22]([C:25]([CH3:28])([CH3:27])[CH3:26])[CH2:21][CH2:20]3)[CH:14]=2)[CH2:9]1)=O)(C)(C)C.O1CCOCC1.CCOCC.[ClH:40], predict the reaction product. The product is: [C:25]([CH:22]1[CH2:23][CH2:24][CH:19]([O:18][C:13]2[CH:14]=[C:15]3[C:10](=[CH:11][CH:12]=2)[CH2:9][NH:8][CH2:17][CH2:16]3)[CH2:20][CH2:21]1)([CH3:28])([CH3:26])[CH3:27].[ClH:40]. (2) Given the reactants [OH:1][C:2]1[CH:10]=[CH:9][C:5]([C:6]([NH2:8])=[O:7])=[CH:4][CH:3]=1.C(=O)([O-])[O-].[Cs+].[Cs+].Br[C:18]1[CH:19]=[CH:20][C:21]([N+:24]([O-:26])=[O:25])=[N:22][CH:23]=1, predict the reaction product. The product is: [N+:24]([C:21]1[N:22]=[CH:23][C:18]([O:1][C:2]2[CH:10]=[CH:9][C:5]([C:6]([NH2:8])=[O:7])=[CH:4][CH:3]=2)=[CH:19][CH:20]=1)([O-:26])=[O:25].